Predict the reactants needed to synthesize the given product. From a dataset of Full USPTO retrosynthesis dataset with 1.9M reactions from patents (1976-2016). Given the product [C:9]([O:8][C:6]([NH:13][CH2:14][CH2:15][C:16]([NH:5][C:1]([CH3:4])([CH3:3])[CH3:2])=[O:17])=[O:7])([CH3:12])([CH3:11])[CH3:10], predict the reactants needed to synthesize it. The reactants are: [C:1]([NH2:5])([CH3:4])([CH3:3])[CH3:2].[C:6]([NH:13][CH2:14][CH2:15][C:16](O)=[O:17])([O:8][C:9]([CH3:12])([CH3:11])[CH3:10])=[O:7].C(N(CC)CC)C.[I-].ClC1C=CC=C[N+]=1C.